From a dataset of Full USPTO retrosynthesis dataset with 1.9M reactions from patents (1976-2016). Predict the reactants needed to synthesize the given product. Given the product [ClH:29].[Cl:29][C:26]1[CH:25]=[CH:24][C:23]([CH2:22][N:18]2[C:19]3[C:20](=[O:21])[N:12]([CH2:11][CH2:10][CH2:9][OH:8])[C:13](=[O:40])[N:14]([CH3:39])[C:15]=3[N:16]=[C:17]2[O:30][CH2:31][CH2:32][N:33]2[CH2:34][CH2:35][O:36][CH2:37][CH2:38]2)=[CH:28][CH:27]=1, predict the reactants needed to synthesize it. The reactants are: [Si]([O:8][CH2:9][CH2:10][CH2:11][N:12]1[C:20](=[O:21])[C:19]2[N:18]([CH2:22][C:23]3[CH:28]=[CH:27][C:26]([Cl:29])=[CH:25][CH:24]=3)[C:17]([O:30][CH2:31][CH2:32][N:33]3[CH2:38][CH2:37][O:36][CH2:35][CH2:34]3)=[N:16][C:15]=2[N:14]([CH3:39])[C:13]1=[O:40])(C(C)(C)C)(C)C.Cl.